Dataset: M1 muscarinic receptor antagonist screen with 61,756 compounds. Task: Binary Classification. Given a drug SMILES string, predict its activity (active/inactive) in a high-throughput screening assay against a specified biological target. (1) The drug is FC(F)c1n2ncc(C(=O)N3CCN(CC3)C(OCC)=O)c2nc(c1)c1ccc(cc1)C. The result is 0 (inactive). (2) The drug is Oc1c(C(C)C)cc(NC(=O)CC)c(c1)C. The result is 0 (inactive). (3) The drug is S(c1n(N)c(nn1)C1CC1)CC(=O)Nc1ccc(OC)cc1. The result is 0 (inactive). (4) The molecule is s1c2c(n(Cc3occc3)c1=S)nc(SCC#N)n(c2=O)c1ccc(F)cc1. The result is 0 (inactive).